From a dataset of Full USPTO retrosynthesis dataset with 1.9M reactions from patents (1976-2016). Predict the reactants needed to synthesize the given product. (1) Given the product [CH:14]1([C:17]2[CH:21]=[C:20]([NH:22][C:23]3[CH:28]=[CH:27][N:26]=[C:25]([NH:1][C:2]4[CH:7]=[CH:6][C:5]([S:8]([N:11]([CH3:13])[CH3:12])(=[O:10])=[O:9])=[CH:4][CH:3]=4)[N:24]=3)[NH:19][N:18]=2)[CH2:16][CH2:15]1, predict the reactants needed to synthesize it. The reactants are: [NH2:1][C:2]1[CH:7]=[CH:6][C:5]([S:8]([N:11]([CH3:13])[CH3:12])(=[O:10])=[O:9])=[CH:4][CH:3]=1.[CH:14]1([C:17]2[CH:21]=[C:20]([NH:22][C:23]3[CH:28]=[CH:27][N:26]=[C:25](NC4C=C(S(N)(=O)=O)C=CC=4)[N:24]=3)[NH:19][N:18]=2)[CH2:16][CH2:15]1. (2) Given the product [CH2:24]([C:21]1[CH:22]=[N:23][C:18]([N:15]2[CH2:16][CH2:17][CH:12]([N:7]3[C:8]4[C:4](=[CH:3][C:2]([C:34]5[CH:39]=[CH:38][C:37]([S:40]([CH3:43])(=[O:42])=[O:41])=[CH:36][CH:35]=5)=[C:10]([F:11])[CH:9]=4)[CH:5]=[CH:6]3)[CH2:13][CH2:14]2)=[N:19][CH:20]=1)[CH3:25], predict the reactants needed to synthesize it. The reactants are: Br[C:2]1[CH:3]=[C:4]2[C:8](=[CH:9][C:10]=1[F:11])[N:7]([CH:12]1[CH2:17][CH2:16][N:15]([C:18]3[N:23]=[CH:22][C:21]([CH2:24][CH3:25])=[CH:20][N:19]=3)[CH2:14][CH2:13]1)[CH:6]=[CH:5]2.CC1(C)C(C)(C)OB([C:34]2[CH:39]=[CH:38][C:37]([S:40]([CH3:43])(=[O:42])=[O:41])=[CH:36][CH:35]=2)O1. (3) Given the product [C:1]([O:5][C:6](=[O:7])[NH:8][CH:9]([C:13]1[CH:18]=[CH:17][CH:16]=[CH:15][CH:14]=1)[C:10]([N:19]1[CH2:24][CH2:23][O:22][CH2:21][CH2:20]1)=[O:12])([CH3:2])([CH3:3])[CH3:4], predict the reactants needed to synthesize it. The reactants are: [C:1]([O:5][C:6]([NH:8][CH:9]([C:13]1[CH:18]=[CH:17][CH:16]=[CH:15][CH:14]=1)[C:10]([OH:12])=O)=[O:7])([CH3:4])([CH3:3])[CH3:2].[NH:19]1[CH2:24][CH2:23][O:22][CH2:21][CH2:20]1.CCN=C=NCCCN(C)C.Cl.O. (4) Given the product [Cl:31][CH2:13][C:12]1[C:11]([CH3:16])=[N:10][C:9]([O:17][CH3:18])=[C:8]([C:4]2[CH:5]=[CH:6][CH:7]=[C:2]([Cl:1])[CH:3]=2)[CH:15]=1, predict the reactants needed to synthesize it. The reactants are: [Cl:1][C:2]1[CH:3]=[C:4]([C:8]2[C:9]([O:17][CH3:18])=[N:10][C:11]([CH3:16])=[C:12]([CH:15]=2)[C:13]#N)[CH:5]=[CH:6][CH:7]=1.BrC1C(OC)=NC(C)=C(C=1)C#N.[Cl:31]C1C=C(B(O)O)C=CC=1.C(Cl)Cl.C([O-])(O)=O.[Na+]. (5) Given the product [C:34]([O:33][CH:28]([C:15]1[N:14]([CH3:38])[C:13](=[O:39])[C:12]2[N:8]([CH3:1])[CH:9]=[CH:10][C:11]=2[C:16]=1[C:17]1[C:18]([CH3:27])=[C:19]2[C:24](=[CH:25][CH:26]=1)[O:23][CH2:22][CH2:21][CH2:20]2)[C:29]([OH:31])=[O:30])([CH3:37])([CH3:36])[CH3:35], predict the reactants needed to synthesize it. The reactants are: [CH2:1]([N:8]1[C:12]2[C:13](=[O:39])[N:14]([CH3:38])[C:15]([CH:28]([O:33][C:34]([CH3:37])([CH3:36])[CH3:35])[C:29]([O:31]C)=[O:30])=[C:16]([C:17]3[C:18]([CH3:27])=[C:19]4[C:24](=[CH:25][CH:26]=3)[O:23][CH2:22][CH2:21][CH2:20]4)[C:11]=2[CH:10]=[CH:9]1)C1C=CC=CC=1.[OH-].[Na+].Cl.C[Si]([N-][Si](C)(C)C)(C)C.[K+].CI.C(=O)([O-])[O-].[K+].[K+]. (6) Given the product [CH3:19][C:14]1[CH:15]=[C:16]([CH3:18])[CH:17]=[C:12]([CH3:25])[C:13]=1[S:20]([O-:23])(=[O:22])=[O:21].[NH2:24][N+:7]1[CH:8]=[CH:9][CH:10]=[CH:11][C:6]=1[C:5]#[C:4][CH2:3][O:2][CH3:1], predict the reactants needed to synthesize it. The reactants are: [CH3:1][O:2][CH2:3][C:4]#[C:5][C:6]1[CH:11]=[CH:10][CH:9]=[CH:8][N:7]=1.[C:12]1([CH3:25])[CH:17]=[C:16]([CH3:18])[CH:15]=[C:14]([CH3:19])[C:13]=1[S:20]([O:23][NH2:24])(=[O:22])=[O:21].C(OCC)C. (7) Given the product [CH2:1]([O:3][C:4]([C:6]1[NH:7][CH:8]=[C:9]([C:23](=[O:24])[CH2:22][C:19]2[CH:20]=[CH:21][C:16]([F:15])=[CH:17][CH:18]=2)[CH:10]=1)=[O:5])[CH3:2], predict the reactants needed to synthesize it. The reactants are: [CH2:1]([O:3][C:4]([C:6]1[NH:7][CH:8]=[CH:9][CH:10]=1)=[O:5])[CH3:2].[Cl-].[Al+3].[Cl-].[Cl-].[F:15][C:16]1[CH:21]=[CH:20][C:19]([CH2:22][C:23](Cl)=[O:24])=[CH:18][CH:17]=1. (8) Given the product [C:37]1([CH3:40])[CH:38]=[CH:39][C:34]([O:33][C:31](=[O:32])[N:14]([C@@H:13]2[C@@H:9]([C:4]3[CH:5]=[CH:6][C:7]([Cl:8])=[C:2]([Cl:1])[CH:3]=3)[CH2:10][N:11]([C:16]([CH:18]3[CH2:19][CH2:20][N:21]([C:24]([C:26]4([CH3:29])[CH2:28][CH2:27]4)=[O:25])[CH2:22][CH2:23]3)=[O:17])[CH2:12]2)[CH3:15])=[CH:35][CH:36]=1.[C:6]1([CH3:5])[CH:7]=[CH:2][CH:3]=[CH:4][C:40]=1[C:37]1[CH:38]=[CH:39][C:34]([O:33][C:31](=[O:32])[N:14]([C@@H:13]2[C@@H:9]([C:4]3[CH:5]=[CH:6][C:7]([Cl:8])=[C:2]([Cl:1])[CH:3]=3)[CH2:10][N:11]([C:16]([CH:18]3[CH2:23][CH2:22][N:21]([C:24]([C:26]4([CH3:29])[CH2:27][CH2:28]4)=[O:25])[CH2:20][CH2:19]3)=[O:17])[CH2:12]2)[CH3:15])=[CH:35][CH:36]=1, predict the reactants needed to synthesize it. The reactants are: [Cl:1][C:2]1[CH:3]=[C:4]([C@@H:9]2[C@@H:13]([NH:14][CH3:15])[CH2:12][N:11]([C:16]([CH:18]3[CH2:23][CH2:22][N:21]([C:24]([C:26]4([CH3:29])[CH2:28][CH2:27]4)=[O:25])[CH2:20][CH2:19]3)=[O:17])[CH2:10]2)[CH:5]=[CH:6][C:7]=1[Cl:8].Cl[C:31]([O:33][C:34]1[CH:39]=[CH:38][C:37]([CH3:40])=[CH:36][CH:35]=1)=[O:32]. (9) Given the product [NH2:1][C:2]1[N:7]=[C:6]([C:8]2[CH:13]=[CH:12][C:11]([F:14])=[CH:10][CH:9]=2)[C:5]([C:15]2[CH:16]=[CH:17][C:18](=[O:24])[N:19]([CH:21]([CH3:23])[CH3:22])[N:20]=2)=[C:4]([NH:35][CH2:34][C:29]2[CH:30]=[CH:31][CH:32]=[CH:33][N:28]=2)[N:3]=1, predict the reactants needed to synthesize it. The reactants are: [NH2:1][C:2]1[N:7]=[C:6]([C:8]2[CH:13]=[CH:12][C:11]([F:14])=[CH:10][CH:9]=2)[C:5]([C:15]2[CH:16]=[CH:17][C:18](=[O:24])[N:19]([CH:21]([CH3:23])[CH3:22])[N:20]=2)=[C:4](S(C)=O)[N:3]=1.[N:28]1[CH:33]=[CH:32][CH:31]=[CH:30][C:29]=1[CH2:34][NH2:35]. (10) Given the product [O:10]1[C:11]2[CH:16]=[CH:15][N:14]=[CH:13][C:12]=2[N:17]=[C:9]1[C:7]1[S:8][C:4]([NH2:1])=[CH:5][CH:6]=1, predict the reactants needed to synthesize it. The reactants are: [N+:1]([C:4]1[S:8][C:7]([C:9]2[O:10][C:11]3[CH:16]=[CH:15][N:14]=[CH:13][C:12]=3[N:17]=2)=[CH:6][CH:5]=1)([O-])=O.[NH4+].[Cl-].C(OCC)(=O)C.CCN(CC)CC.